Dataset: Peptide-MHC class I binding affinity with 185,985 pairs from IEDB/IMGT. Task: Regression. Given a peptide amino acid sequence and an MHC pseudo amino acid sequence, predict their binding affinity value. This is MHC class I binding data. (1) The peptide sequence is SPADERAVA. The MHC is HLA-A11:01 with pseudo-sequence HLA-A11:01. The binding affinity (normalized) is 0.0847. (2) The peptide sequence is PIIFGESSI. The MHC is HLA-A02:01 with pseudo-sequence HLA-A02:01. The binding affinity (normalized) is 0.0339. (3) The peptide sequence is IAARILSEK. The MHC is HLA-A11:01 with pseudo-sequence HLA-A11:01. The binding affinity (normalized) is 0.760. (4) The peptide sequence is TTNNLLEQL. The MHC is HLA-A02:03 with pseudo-sequence HLA-A02:03. The binding affinity (normalized) is 0.329. (5) The peptide sequence is FSPEVIPMF. The MHC is HLA-B51:01 with pseudo-sequence HLA-B51:01. The binding affinity (normalized) is 0.0103. (6) The peptide sequence is AMKAQFERDL. The MHC is HLA-A02:06 with pseudo-sequence HLA-A02:06. The binding affinity (normalized) is 0.152. (7) The peptide sequence is PAASAIFDV. The MHC is HLA-B15:17 with pseudo-sequence HLA-B15:17. The binding affinity (normalized) is 0.0847. (8) The peptide sequence is PRTLNAWVKL. The MHC is Mamu-B08 with pseudo-sequence Mamu-B08. The binding affinity (normalized) is 0.177. (9) The peptide sequence is QTNTKATGK. The MHC is HLA-A11:01 with pseudo-sequence HLA-A11:01. The binding affinity (normalized) is 0.289. (10) The peptide sequence is VSLRRAVL. The MHC is H-2-Kb with pseudo-sequence H-2-Kb. The binding affinity (normalized) is 0.458.